This data is from Reaction yield outcomes from USPTO patents with 853,638 reactions. The task is: Predict the reaction yield, written as a fraction of the theoretical maximum amount of product (1.0 means a 100% yield; for example, 0.34 means a 34% yield). The catalyst is CN(C=O)C. The yield is 0.110. The product is [CH3:1][C:2]1[O:6][C:5]([NH:7][C:20]([N:22]2[CH2:23][CH:24]([O:26][C:27]3[CH:32]=[CH:31][C:30]([C:33]4[CH:38]=[CH:37][CH:36]=[CH:35][C:34]=4[F:39])=[CH:29][N:28]=3)[CH2:25]2)=[O:19])=[N:4][N:3]=1. The reactants are [CH3:1][C:2]1[O:6][C:5]([NH2:7])=[N:4][N:3]=1.[H-].[Na+].[N+](C1C=CC([O:19][C:20]([N:22]2[CH2:25][CH:24]([O:26][C:27]3[CH:32]=[CH:31][C:30]([C:33]4[CH:38]=[CH:37][CH:36]=[CH:35][C:34]=4[F:39])=[CH:29][N:28]=3)[CH2:23]2)=O)=CC=1)([O-])=O.